Dataset: Reaction yield outcomes from USPTO patents with 853,638 reactions. Task: Predict the reaction yield, written as a fraction of the theoretical maximum amount of product (1.0 means a 100% yield; for example, 0.34 means a 34% yield). (1) The product is [C:1]([O:5][C:6]([NH:8][CH2:9][CH2:10][CH2:11][N:12]([CH3:58])[CH2:13][CH2:14][CH2:15][NH:16][C:17]1[C:29]2[C:28]3[C:23](=[CH:24][C:25]([C:30]([O:32][CH3:33])=[O:31])=[CH:26][CH:27]=3)[NH:22][C:21]=2[N:20]=[C:19]([CH2:34][C:35]2[CH:40]=[CH:39][CH:38]=[C:37]([C:41]3([C:42]([F:43])([F:44])[F:45])[NH:59][NH:46]3)[CH:36]=2)[N:18]=1)=[O:7])([CH3:4])([CH3:2])[CH3:3]. The reactants are [C:1]([O:5][C:6]([NH:8][CH2:9][CH2:10][CH2:11][N:12]([CH3:58])[CH2:13][CH2:14][CH2:15][NH:16][C:17]1[C:29]2[C:28]3[C:23](=[CH:24][C:25]([C:30]([O:32][CH3:33])=[O:31])=[CH:26][CH:27]=3)[NH:22][C:21]=2[N:20]=[C:19]([CH2:34][C:35]2[CH:40]=[CH:39][CH:38]=[C:37]([C:41](=[N:46]OS(C3C=CC(C)=CC=3)(=O)=O)[C:42]([F:45])([F:44])[F:43])[CH:36]=2)[N:18]=1)=[O:7])([CH3:4])([CH3:3])[CH3:2].[NH3:59]. The catalyst is C(Cl)Cl. The yield is 0.790. (2) The reactants are [CH2:1]([NH2:4])[CH:2]=[CH2:3].C(O)(=O)C.C(O[BH-](OC(=O)C)OC(=O)C)(=O)C.[Na+].[NH:23]1[C:31]2[C:26](=[CH:27][CH:28]=[CH:29][C:30]=2[CH:32]=O)[CH:25]=[CH:24]1. The catalyst is ClCCCl.ClCCl. The product is [CH2:1]([NH:4][CH2:32][C:30]1[CH:29]=[CH:28][CH:27]=[C:26]2[C:31]=1[NH:23][CH:24]=[CH:25]2)[CH:2]=[CH2:3]. The yield is 0.820. (3) The reactants are [CH3:1][C:2]1[C:3]([N+:11]([O-:13])=[O:12])=[C:4]([CH:8]=[CH:9][CH:10]=1)[C:5]([OH:7])=O.[C:14]([N:21]1[C:29]2[C:24](=[CH:25][CH:26]=[C:27]([NH2:30])[CH:28]=2)[CH:23]=[N:22]1)([O:16][C:17]([CH3:20])([CH3:19])[CH3:18])=[O:15].C(Cl)CCl. The catalyst is CN(C=O)C. The product is [C:14]([N:21]1[C:29]2[C:24](=[CH:25][CH:26]=[C:27]([NH:30][C:5](=[O:7])[C:4]3[CH:8]=[CH:9][CH:10]=[C:2]([CH3:1])[C:3]=3[N+:11]([O-:13])=[O:12])[CH:28]=2)[CH:23]=[N:22]1)([O:16][C:17]([CH3:20])([CH3:19])[CH3:18])=[O:15]. The yield is 0.580. (4) The reactants are [CH2:1]([O:3][C:4]([C:6]1[CH:7]=[N:8][C:9]([N:12]([CH2:14][C:15]2[S:23][C:22]3[C:21]([N:24]4[CH2:29][CH2:28][O:27][CH2:26][CH2:25]4)=[N:20][C:19]([C:30]4[CH:35]=[CH:34][CH:33]=[C:32]([O:36][CH2:37][CH2:38][O:39][Si](C(C)(C)C)(C)C)[CH:31]=4)=[N:18][C:17]=3[CH:16]=2)[CH3:13])=[N:10][CH:11]=1)=[O:5])[CH3:2].C1COCC1.[F-].C([N+](CCCC)(CCCC)CCCC)CCC. The catalyst is C(OCC)(=O)C. The product is [CH2:1]([O:3][C:4]([C:6]1[CH:7]=[N:8][C:9]([N:12]([CH2:14][C:15]2[S:23][C:22]3[C:21]([N:24]4[CH2:29][CH2:28][O:27][CH2:26][CH2:25]4)=[N:20][C:19]([C:30]4[CH:35]=[CH:34][CH:33]=[C:32]([O:36][CH2:37][CH2:38][OH:39])[CH:31]=4)=[N:18][C:17]=3[CH:16]=2)[CH3:13])=[N:10][CH:11]=1)=[O:5])[CH3:2]. The yield is 0.960. (5) The reactants are [C:1]([C:4]1[N:5]([CH3:34])[CH:6]=[C:7]([C:9]2[CH:14]=[CH:13][C:12]([CH2:15][C@H:16]([NH:20][C:21](=[O:33])[C:22]3[CH:27]=[CH:26][C:25]([O:28][CH:29]([CH3:31])[CH3:30])=[C:24]([Cl:32])[CH:23]=3)[CH2:17][CH2:18][OH:19])=[CH:11][CH:10]=2)[N:8]=1)(=[O:3])[CH3:2].[P:35](Cl)([O:39][CH3:40])([O:37][CH3:38])=[O:36].CCOC(C)=O.CO. The catalyst is C(Cl)Cl.CN(C1C=CN=CC=1)C. The product is [P:35]([O:39][CH3:40])([O:37][CH3:38])([O:19][CH2:18][CH2:17][C@@H:16]([NH:20][C:21]([C:22]1[CH:27]=[CH:26][C:25]([O:28][CH:29]([CH3:30])[CH3:31])=[C:24]([Cl:32])[CH:23]=1)=[O:33])[CH2:15][C:12]1[CH:13]=[CH:14][C:9]([C:7]2[N:8]=[C:4]([C:1](=[O:3])[CH3:2])[N:5]([CH3:34])[CH:6]=2)=[CH:10][CH:11]=1)=[O:36]. The yield is 0.770. (6) The product is [NH2:11][C:4]1[C:5]([C:8]([NH2:10])=[O:9])=[N:6][CH:7]=[C:2]([Br:1])[CH:3]=1. The catalyst is CO.O.[Fe]. The reactants are [Br:1][C:2]1[CH:3]=[C:4]([N+:11]([O-])=O)[C:5]([C:8]([NH2:10])=[O:9])=[N:6][CH:7]=1.[Cl-].[NH4+]. The yield is 0.700.